From a dataset of Full USPTO retrosynthesis dataset with 1.9M reactions from patents (1976-2016). Predict the reactants needed to synthesize the given product. (1) Given the product [OH:8][C:9]1[CH:18]=[C:17]2[C:12]([C:13]([O:19][C:20]3[CH:21]=[C:22]4[C:26](=[CH:27][CH:28]=3)[NH:25][CH:24]=[CH:23]4)=[N:14][CH:15]=[N:16]2)=[CH:11][C:10]=1[O:29][CH3:30], predict the reactants needed to synthesize it. The reactants are: C([O:8][C:9]1[CH:18]=[C:17]2[C:12]([C:13]([O:19][C:20]3[CH:21]=[C:22]4[C:26](=[CH:27][CH:28]=3)[NH:25][CH:24]=[CH:23]4)=[N:14][CH:15]=[N:16]2)=[CH:11][C:10]=1[O:29][CH3:30])C1C=CC=CC=1.[H][H]. (2) Given the product [CH3:1][O:2][C:3]1[CH:4]=[C:5]([S:11][C:12]2[CH:19]=[CH:18][CH:17]=[CH:16][C:13]=2[CH2:14][Br:40])[CH:6]=[C:7]([O:9][CH3:10])[CH:8]=1, predict the reactants needed to synthesize it. The reactants are: [CH3:1][O:2][C:3]1[CH:4]=[C:5]([S:11][C:12]2[CH:19]=[CH:18][CH:17]=[CH:16][C:13]=2[CH2:14]O)[CH:6]=[C:7]([O:9][CH3:10])[CH:8]=1.C1(P(C2C=CC=CC=2)C2C=CC=CC=2)C=CC=CC=1.C(Br)(Br)(Br)[Br:40]. (3) Given the product [C:4]([CH2:5][NH:6][C:7]([C:9]1[C:10](=[O:23])[C:11]2[CH:12]=[CH:13][CH:14]=[C:15]([C:19]([OH:21])=[O:20])[C:16]=2[C:17]=1[OH:18])=[O:8])([OH:24])=[O:3], predict the reactants needed to synthesize it. The reactants are: C([O:3][C:4](=[O:24])[CH2:5][NH:6][C:7]([C:9]1[C:10](=[O:23])[C:11]2[CH:12]=[CH:13][CH:14]=[C:15]([C:19]([O:21]C)=[O:20])[C:16]=2[C:17]=1[OH:18])=[O:8])C.OC1C2C(=CC=CC=2I)C(=O)C=1C(NCC(OCC)=O)=O.[C]=O. (4) Given the product [CH3:26][C:4]1[C:5]([C:10]2[NH:11][C:12](=[O:25])[N:13]([C:15]3[CH:20]=[CH:19][C:18]([C:21]([F:23])([F:24])[F:22])=[CH:17][CH:16]=3)[N:14]=2)=[C:6]([CH3:9])[CH:7]=[CH:8][C:3]=1[CH2:2][NH:1][C:59]([C@H:55]1[CH2:56][CH2:57][CH2:58][O:54]1)=[O:60], predict the reactants needed to synthesize it. The reactants are: [NH2:1][CH2:2][C:3]1[C:4]([CH3:26])=[C:5]([C:10]2[NH:11][C:12](=[O:25])[N:13]([C:15]3[CH:20]=[CH:19][C:18]([C:21]([F:24])([F:23])[F:22])=[CH:17][CH:16]=3)[N:14]=2)[C:6]([CH3:9])=[CH:7][CH:8]=1.CN(C=O)C.CN(C(ON1N=NC2C=CC=CC1=2)=[N+](C)C)C.[B-](F)(F)(F)F.[O:54]1[CH2:58][CH2:57][CH2:56][C@@H:55]1[C:59](O)=[O:60]. (5) Given the product [C:1]1([C:7]2[CH:11]=[C:10]([C:12]([NH:14][CH2:15][CH2:16][CH2:17][CH2:18][C:19]([OH:21])=[O:20])=[O:13])[O:9][N:8]=2)[CH:2]=[CH:3][CH:4]=[CH:5][CH:6]=1, predict the reactants needed to synthesize it. The reactants are: [C:1]1([C:7]2[CH:11]=[C:10]([C:12]([NH:14][CH2:15][CH2:16][CH2:17][CH2:18][C:19]([O:21]C)=[O:20])=[O:13])[O:9][N:8]=2)[CH:6]=[CH:5][CH:4]=[CH:3][CH:2]=1.[OH-].[Li+]. (6) Given the product [CH:23]1([C:21]#[C:22][C:2]2[S:3][C:4]3[CH:10]=[C:9]([O:18][CH3:19])[C:8]([CH3:20])=[CH:7][C:5]=3[N:6]=2)[CH2:25][CH2:24]1, predict the reactants needed to synthesize it. The reactants are: Br[C:2]1[S:3][C:4]2[C:10](C3C=CC(Cl)=CC=3)=[C:9]([O:18][CH3:19])[C:8]([CH3:20])=[CH:7][C:5]=2[N:6]=1.[C:21]([CH:23]1[CH2:25][CH2:24]1)#[CH:22].CCN(CC)CC. (7) The reactants are: [F:1][C:2]([F:28])([F:27])[C:3]1[CH:8]=[CH:7][N:6]=[C:5]([CH2:9][O:10][CH2:11][C:12]([N:14]2[CH2:18][CH2:17][C@H:16]([NH:19]C(=O)OC(C)(C)C)[CH2:15]2)=[O:13])[CH:4]=1.Cl. Given the product [F:28][C:2]([F:1])([F:27])[C:3]1[CH:8]=[CH:7][N:6]=[C:5]([CH2:9][O:10][CH2:11][C:12]([N:14]2[CH2:18][CH2:17][CH:16]([NH2:19])[CH2:15]2)=[O:13])[CH:4]=1, predict the reactants needed to synthesize it. (8) Given the product [Br:1][C:2]1[CH:3]=[C:4]([CH:20]=[CH:21][CH:22]=1)[CH2:5][N:6]1[C:14]2[C:13](=[O:15])[N:12]([CH3:16])[C:11](=[O:17])[N:10]([CH3:18])[C:9]=2[N:8]=[C:7]1[S:19][CH2:26][CH2:27][O:28][CH2:29][CH3:30], predict the reactants needed to synthesize it. The reactants are: [Br:1][C:2]1[CH:3]=[C:4]([CH:20]=[CH:21][CH:22]=1)[CH2:5][N:6]1[C:14]2[C:13](=[O:15])[N:12]([CH3:16])[C:11](=[O:17])[N:10]([CH3:18])[C:9]=2[N:8]=[C:7]1[SH:19].[OH-].[K+].Br[CH2:26][CH2:27][O:28][CH2:29][CH3:30].